Dataset: Retrosynthesis with 50K atom-mapped reactions and 10 reaction types from USPTO. Task: Predict the reactants needed to synthesize the given product. (1) Given the product C=CC(=O)N1CCN(c2ncnc3cc(-c4ccccc4F)c(O)cc23)CC1, predict the reactants needed to synthesize it. The reactants are: C=CC(=O)N1CCN(c2ncnc3cc(-c4ccccc4F)c(OC)cc23)CC1. (2) Given the product CC(=O)Nc1cc(-c2cn(S(=O)(=O)c3ccccc3)c3ncccc23)cc(Cl)n1, predict the reactants needed to synthesize it. The reactants are: CC(N)=O.O=S(=O)(c1ccccc1)n1cc(-c2cc(Cl)nc(Cl)c2)c2cccnc21.